Dataset: Full USPTO retrosynthesis dataset with 1.9M reactions from patents (1976-2016). Task: Predict the reactants needed to synthesize the given product. (1) Given the product [CH2:15]([O:22][C:23]1[CH:24]=[C:25]([C:34]([F:36])([F:37])[F:35])[C:26]([NH:27][C:12](=[O:13])[CH2:11][Br:10])=[C:28]([C:30]([F:31])([F:32])[F:33])[CH:29]=1)[C:16]1[CH:17]=[CH:18][CH:19]=[CH:20][CH:21]=1, predict the reactants needed to synthesize it. The reactants are: CN(C)C1C=CC=CC=1.[Br:10][CH2:11][C:12](Br)=[O:13].[CH2:15]([O:22][C:23]1[CH:29]=[C:28]([C:30]([F:33])([F:32])[F:31])[C:26]([NH2:27])=[C:25]([C:34]([F:37])([F:36])[F:35])[CH:24]=1)[C:16]1[CH:21]=[CH:20][CH:19]=[CH:18][CH:17]=1. (2) Given the product [C:1](=[O:3])([O-:4])[NH2:2].[CH3:5][N:6]1[CH2:10][CH:9]([C:11]2[CH:16]=[CH:15][CH:14]=[CH:13][C:12]=2[C:17]([F:18])([F:19])[F:20])[CH:8]([NH2:21])[CH2:7]1, predict the reactants needed to synthesize it. The reactants are: [C:1](=[O:4])([O-:3])[NH2:2].[CH3:5][N:6]1[CH2:10][CH:9]([C:11]2[CH:16]=[CH:15][CH:14]=[CH:13][C:12]=2[C:17]([F:20])([F:19])[F:18])[CH:8]([N+:21]([O-])=O)[CH2:7]1.C(O)(=O)C.